From a dataset of Reaction yield outcomes from USPTO patents with 853,638 reactions. Predict the reaction yield, written as a fraction of the theoretical maximum amount of product (1.0 means a 100% yield; for example, 0.34 means a 34% yield). (1) The catalyst is ClCCl. The yield is 0.771. The product is [CH:1]1([N:6]2[C:15]3[N:14]=[C:13]([NH:16][C:17]4[CH:18]=[CH:19][C:20]([C:30]([NH:42][CH:46]5[CH2:45][CH2:50][N:62]([CH3:59])[CH2:48][CH2:47]5)=[O:31])=[C:21]5[C:25]=4[O:24][CH:23]([CH2:26][N:27]([CH3:29])[CH3:28])[CH2:22]5)[N:12]=[CH:11][C:10]=3[N:9]([CH3:33])[C:8](=[O:34])[C@H:7]2[CH2:35][CH3:36])[CH2:5][CH2:4][CH2:3][CH2:2]1. The reactants are [CH:1]1([N:6]2[C:15]3[N:14]=[C:13]([NH:16][C:17]4[CH:18]=[CH:19][C:20]([C:30](O)=[O:31])=[C:21]5[C:25]=4[O:24][CH:23]([CH2:26][N:27]([CH3:29])[CH3:28])[CH2:22]5)[N:12]=[CH:11][C:10]=3[N:9]([CH3:33])[C:8](=[O:34])[C@H:7]2[CH2:35][CH3:36])[CH2:5][CH2:4][CH2:3][CH2:2]1.F[B-](F)(F)F.[N:42]1(OC(N(C)C)=[N+](C)C)[C:46]2[CH:47]=[CH:48]C=[CH:50][C:45]=2N=N1.[CH:59]([N:62](C(C)C)CC)(C)C.[Cl-].[Na+]. (2) The reactants are IC1C2CC3C(=CC=CC=3)NC=2C(C(OC)=O)=CC=1.[I:20][C:21]1[CH:22]=[C:23]2[C:32](=[CH:33][CH:34]=1)[C:31](=O)[C:30]1[CH:29]=[CH:28][CH:27]=[C:26]([C:36]([O:38][CH3:39])=[O:37])[C:25]=1[NH:24]2.[K+].[Br-]. No catalyst specified. The product is [I:20][C:21]1[CH:22]=[C:23]2[C:32](=[CH:33][CH:34]=1)[CH2:31][C:30]1[CH:29]=[CH:28][CH:27]=[C:26]([C:36]([O:38][CH3:39])=[O:37])[C:25]=1[NH:24]2. The yield is 0.760. (3) The reactants are CCCCCC.C([Li])CCC.Br[C:13]1[CH:14]=[C:15]([F:19])[CH:16]=[CH:17][CH:18]=1.[C:20]1([C:26]2[C:31]([C:32]3[CH:37]=[CH:36][CH:35]=[CH:34][CH:33]=3)=[N:30][CH:29]=[CH:28][N:27]=2)[CH:25]=[CH:24][CH:23]=[CH:22][CH:21]=1. The catalyst is ClCCl.O.O1CCCC1. The product is [F:19][C:15]1[CH:14]=[C:13]([C:29]2[N:30]=[C:31]([C:32]3[CH:33]=[CH:34][CH:35]=[CH:36][CH:37]=3)[C:26]([C:20]3[CH:25]=[CH:24][CH:23]=[CH:22][CH:21]=3)=[N:27][CH:28]=2)[CH:18]=[CH:17][CH:16]=1. The yield is 0.0800.